This data is from Full USPTO retrosynthesis dataset with 1.9M reactions from patents (1976-2016). The task is: Predict the reactants needed to synthesize the given product. (1) Given the product [NH2:22][C:16]([CH3:24])([CH2:17][N:9]1[N:10]=[C:6]2[CH:5]=[C:4]([O:11][CH3:12])[CH:3]=[C:2]([Cl:1])[C:7]2=[N:8]1)[C:15]#[N:23].[Cl:1][C:2]1[C:7]2[NH:8][N:9]=[N:10][C:6]=2[CH:5]=[C:4]([O:11][CH3:12])[CH:3]=1.[Cl:13][C:14]1[C:15]([NH2:23])=[C:16]([NH2:22])[CH:17]=[C:18]([O:20][CH3:21])[CH:19]=1.[Cl:36][C:31]1[C:29]([NH2:30])=[C:28]([N+:33]([O-:35])=[O:34])[CH:27]=[C:26]([O:25][CH3:24])[CH:32]=1, predict the reactants needed to synthesize it. The reactants are: [Cl:1][C:2]1[C:7]2[NH:8][N:9]=[N:10][C:6]=2[CH:5]=[C:4]([O:11][CH3:12])[CH:3]=1.[Cl:13][C:14]1[C:15]([NH2:23])=[C:16]([NH2:22])[CH:17]=[C:18]([O:20][CH3:21])[CH:19]=1.[CH3:24][O:25][C:26]1[CH:32]=[CH:31][C:29]([NH2:30])=[C:28]([N+:33]([O-:35])=[O:34])[CH:27]=1.[Cl:36]N1C(=O)CCC1=O. (2) The reactants are: C(OC([N:8]1[C:16]2[C:11](=[CH:12][C:13]([F:17])=[CH:14][CH:15]=2)[C:10]([C:18](=[O:29])[CH:19]([C:21]2[CH:26]=[CH:25][C:24]([Cl:27])=[CH:23][C:22]=2[Cl:28])[CH3:20])=[CH:9]1)=O)(C)(C)C.[F:30][C:31]([F:36])([F:35])C(O)=O.C([O-])([O-])=O.[Na+].[Na+]. Given the product [Cl:28][C:22]1[CH:23]=[C:24]([Cl:27])[CH:25]=[CH:26][C:21]=1[CH:19]([CH3:20])[C:18]([C:10]1[C:11]2[C:16](=[CH:15][CH:14]=[C:13]([F:17])[CH:12]=2)[NH:8][CH:9]=1)([OH:29])[C:31]([F:36])([F:35])[F:30], predict the reactants needed to synthesize it. (3) Given the product [CH2:1]([N:8]1[CH2:13][CH2:12][O:11][CH:10]([C:14]([C:25]2[CH:30]=[CH:29][CH:28]=[CH:27][CH:26]=2)([OH:24])[CH2:15][C:16]2[CH:21]=[CH:20][CH:19]=[CH:18][C:17]=2[CH3:31])[CH2:9]1)[C:2]1[CH:3]=[CH:4][CH:5]=[CH:6][CH:7]=1, predict the reactants needed to synthesize it. The reactants are: [CH2:1]([N:8]1[CH2:13][CH2:12][O:11][CH:10]([C:14]([C:25]2[CH:30]=[CH:29][CH:28]=[CH:27][CH:26]=2)([OH:24])[CH2:15][C:16]2[CH:21]=[CH:20][CH:19]=[CH:18][C:17]=2OC)[CH2:9]1)[C:2]1[CH:7]=[CH:6][CH:5]=[CH:4][CH:3]=1.[CH3:31]C1C=CC=CC=1C[Mg]Br. (4) Given the product [N+:9]([C:5]1[CH:6]=[C:7]2[N:8]=[C:12]([CH2:13][OH:14])[NH:1][C:2]2=[N:3][CH:4]=1)([O-:11])=[O:10], predict the reactants needed to synthesize it. The reactants are: [NH2:1][C:2]1[C:7]([NH2:8])=[CH:6][C:5]([N+:9]([O-:11])=[O:10])=[CH:4][N:3]=1.[C:12](O)(=O)[CH2:13][OH:14].N. (5) Given the product [Cl:1][C:2]1[CH:3]=[CH:4][C:5]([C:11]([F:12])([F:13])[F:14])=[C:6]([CH:10]=1)[C:7]([O:9][CH3:19])=[O:8], predict the reactants needed to synthesize it. The reactants are: [Cl:1][C:2]1[CH:3]=[CH:4][C:5]([C:11]([F:14])([F:13])[F:12])=[C:6]([CH:10]=1)[C:7]([OH:9])=[O:8].S(Cl)(Cl)=O.[CH3:19]O. (6) Given the product [CH3:1][C:2]1[O:3][C:4]2[C:10]([CH2:11][OH:12])=[CH:9][C:8]([C:13]#[C:14][CH3:15])=[CH:7][C:5]=2[CH:6]=1, predict the reactants needed to synthesize it. The reactants are: [CH3:1][C:2]1[O:3][C:4]2[C:10]([CH:11]=[O:12])=[CH:9][C:8]([C:13]#[C:14][CH3:15])=[CH:7][C:5]=2[CH:6]=1.[H-].[H-].[H-].[H-].[Li+].[Al+3]. (7) The reactants are: [CH:1]12[CH2:7][CH:6]1[CH2:5][CH2:4][CH:3]([CH:8]=O)[CH2:2]2.[NH2:10][OH:11]. Given the product [CH:1]12[CH2:7][CH:6]1[CH2:5][CH2:4][CH:3]([CH:8]=[N:10][OH:11])[CH2:2]2, predict the reactants needed to synthesize it. (8) Given the product [CH2:1]([O:3][C:4](=[O:12])[C:5]1[CH:10]=[CH:9][CH:8]=[N:7][C:6]=1[NH:11][C:23](=[O:24])[CH2:22][C:15]1[C:16]([F:21])=[CH:17][C:18]([F:20])=[CH:19][C:14]=1[F:13])[CH3:2], predict the reactants needed to synthesize it. The reactants are: [CH2:1]([O:3][C:4](=[O:12])[C:5]1[CH:10]=[CH:9][CH:8]=[N:7][C:6]=1[NH2:11])[CH3:2].[F:13][C:14]1[CH:19]=[C:18]([F:20])[CH:17]=[C:16]([F:21])[C:15]=1[CH2:22][C:23](Cl)=[O:24]. (9) Given the product [NH2:1][C:2]1[N:6]([CH3:7])[C:5]([S:8][C:13]2[C:21]([I:22])=[CH:20][C:16]3[O:17][CH2:18][O:19][C:15]=3[CH:14]=2)=[N:4][C:3]=1[C:9]([NH2:11])=[O:10], predict the reactants needed to synthesize it. The reactants are: [NH2:1][C:2]1[N:6]([CH3:7])[C:5]([SH:8])=[N:4][C:3]=1[C:9]([NH2:11])=[O:10].I[C:13]1[C:21]([I:22])=[CH:20][C:16]2[O:17][CH2:18][O:19][C:15]=2[CH:14]=1.